Dataset: Full USPTO retrosynthesis dataset with 1.9M reactions from patents (1976-2016). Task: Predict the reactants needed to synthesize the given product. (1) The reactants are: [F:1][C:2]1[CH:3]=[C:4]([C:8]2[NH:9][CH:10]=[C:11]3[C:16]=2[C:15](=[O:17])[N:14]([CH3:18])[C:13](=[O:19])[N:12]3[CH3:20])[CH:5]=[CH:6][CH:7]=1.CC(C)([O-])C.[K+].C1OCCOCCOCCOCCOCCOC1.FC(F)(F)S(O[CH2:51][CH:52]1[CH2:56][C:55](=[O:57])[O:54][CH2:53]1)(=O)=O. Given the product [F:1][C:2]1[CH:3]=[C:4]([C:8]2[N:9]([CH2:51][CH:52]3[CH2:56][C:55](=[O:57])[O:54][CH2:53]3)[CH:10]=[C:11]3[C:16]=2[C:15](=[O:17])[N:14]([CH3:18])[C:13](=[O:19])[N:12]3[CH3:20])[CH:5]=[CH:6][CH:7]=1, predict the reactants needed to synthesize it. (2) Given the product [OH:2][C:3]1[CH:4]=[CH:5][C:6]([C:9]2([CH3:21])[C:18](=[O:19])[C:17]3[C:12](=[CH:13][CH:14]=[CH:15][CH:16]=3)[NH:11][C:10]2=[O:20])=[CH:7][CH:8]=1, predict the reactants needed to synthesize it. The reactants are: C[O:2][C:3]1[CH:8]=[CH:7][C:6]([C:9]2([CH3:21])[C:18](=[O:19])[C:17]3[C:12](=[CH:13][CH:14]=[CH:15][CH:16]=3)[NH:11][C:10]2=[O:20])=[CH:5][CH:4]=1.B(Br)(Br)Br.CCCCCC. (3) The reactants are: [CH:1]1([N:6]2[C:15]3[N:14]=[C:13]([C:16]4[CH:21]=[CH:20][N:19]=[C:18](F)[CH:17]=4)[N:12]=[CH:11][C:10]=3[N:9]([CH3:23])[C:8](=[O:24])[C@H:7]2[CH2:25][CH3:26])[CH2:5][CH2:4][CH2:3][CH2:2]1.C([O-])(O)=[O:28].[Na+]. Given the product [CH:1]1([N:6]2[C:15]3[N:14]=[C:13]([C:16]4[CH:21]=[CH:20][N:19]=[C:18]([OH:28])[CH:17]=4)[N:12]=[CH:11][C:10]=3[N:9]([CH3:23])[C:8](=[O:24])[C@H:7]2[CH2:25][CH3:26])[CH2:5][CH2:4][CH2:3][CH2:2]1, predict the reactants needed to synthesize it. (4) Given the product [CH:1]1([N:6]2[C:15]3[N:14]=[C:13]([NH:16][C:17]4[CH:18]=[CH:19][C:20]([C:26]([NH:38][CH:42]5[CH2:41][CH2:46][N:58]([CH3:55])[CH2:44][CH2:43]5)=[O:27])=[C:21]5[C:25]=4[O:24][CH2:23][CH2:22]5)[N:12]=[CH:11][C:10]=3[N:9]([CH3:29])[C:8](=[O:30])[C@@H:7]2[CH2:31][CH3:32])[CH2:5][CH2:4][CH2:3][CH2:2]1, predict the reactants needed to synthesize it. The reactants are: [CH:1]1([N:6]2[C:15]3[N:14]=[C:13]([NH:16][C:17]4[CH:18]=[CH:19][C:20]([C:26](O)=[O:27])=[C:21]5[C:25]=4[O:24][CH2:23][CH2:22]5)[N:12]=[CH:11][C:10]=3[N:9]([CH3:29])[C:8](=[O:30])[C@@H:7]2[CH2:31][CH3:32])[CH2:5][CH2:4][CH2:3][CH2:2]1.F[B-](F)(F)F.[N:38]1(OC(N(C)C)=[N+](C)C)[C:42]2[CH:43]=[CH:44]C=[CH:46][C:41]=2N=N1.[CH:55]([N:58](C(C)C)CC)(C)C.C(=O)([O-])[O-].[Na+].[Na+]. (5) Given the product [Cl:24][C:20]1[CH:19]=[C:18]2[C:23]([C:14]([N:11]3[CH2:10][CH2:9][N:8]([C:6]([NH:46][C:43]4[CH:44]=[CH:45][C:40]([F:39])=[CH:41][CH:42]=4)=[O:7])[CH2:13][CH2:12]3)=[CH:15][C:16]([C:25]([O:27][CH2:28][CH3:29])=[O:26])=[N:17]2)=[CH:22][CH:21]=1, predict the reactants needed to synthesize it. The reactants are: C(O[C:6]([N:8]1[CH2:13][CH2:12][N:11]([C:14]2[C:23]3[C:18](=[CH:19][C:20]([Cl:24])=[CH:21][CH:22]=3)[N:17]=[C:16]([C:25]([O:27][CH2:28][CH3:29])=[O:26])[CH:15]=2)[CH2:10][CH2:9]1)=[O:7])(C)(C)C.FC(F)(F)C(O)=O.[OH-].[Na+].[F:39][C:40]1[CH:45]=[CH:44][C:43]([N:46]=C=O)=[CH:42][CH:41]=1. (6) Given the product [Cl:64][C:58]1[CH:57]=[C:56]2[C:61]([C:62](=[O:63])[C:53]([CH2:52][NH:51][C:14]([C:11]3[CH:12]=[CH:13][N:8]([CH2:1][C:2]4[CH:3]=[CH:4][CH:5]=[CH:6][CH:7]=4)[C:9](=[O:17])[CH:10]=3)=[O:16])=[C:54]([C:71]3[O:72][CH:73]=[CH:74][N:75]=3)[N:55]2[C:65]2[CH:66]=[CH:67][CH:68]=[CH:69][CH:70]=2)=[CH:60][CH:59]=1, predict the reactants needed to synthesize it. The reactants are: [CH2:1]([N:8]1[CH:13]=[CH:12][C:11]([C:14]([OH:16])=O)=[CH:10][C:9]1=[O:17])[C:2]1[CH:7]=[CH:6][CH:5]=[CH:4][CH:3]=1.F[P-](F)(F)(F)(F)F.Br[P+](N1CCCC1)(N1CCCC1)N1CCCC1.C(N(CC)C(C)C)(C)C.[NH2:51][CH2:52][C:53]1[C:62](=[O:63])[C:61]2[C:56](=[CH:57][C:58]([Cl:64])=[CH:59][CH:60]=2)[N:55]([C:65]2[CH:70]=[CH:69][CH:68]=[CH:67][CH:66]=2)[C:54]=1[C:71]1[O:72][CH:73]=[CH:74][N:75]=1. (7) Given the product [CH2:1]([N:3]1[C:7]2[N:8]=[C:9]([C:18]3[CH:23]=[CH:22][C:21]([NH:24][C:25]([NH:27][C:28]4[CH:29]=[CH:30][C:31]([C:32]([N:46]5[CH2:47][CH2:48][N:43]([C:38]6[CH:39]=[CH:40][CH:41]=[CH:42][N:37]=6)[CH2:44][CH2:45]5)=[O:34])=[CH:35][CH:36]=4)=[O:26])=[CH:20][CH:19]=3)[N:10]=[C:11]([N:12]3[CH2:13][CH2:14][O:15][CH2:16][CH2:17]3)[C:6]=2[CH:5]=[CH:4]1)[CH3:2], predict the reactants needed to synthesize it. The reactants are: [CH2:1]([N:3]1[C:7]2[N:8]=[C:9]([C:18]3[CH:23]=[CH:22][C:21]([NH:24][C:25]([NH:27][C:28]4[CH:36]=[CH:35][C:31]([C:32]([OH:34])=O)=[CH:30][CH:29]=4)=[O:26])=[CH:20][CH:19]=3)[N:10]=[C:11]([N:12]3[CH2:17][CH2:16][O:15][CH2:14][CH2:13]3)[C:6]=2[CH:5]=[CH:4]1)[CH3:2].[N:37]1[CH:42]=[CH:41][CH:40]=[CH:39][C:38]=1[N:43]1[CH2:48][CH2:47][NH:46][CH2:45][CH2:44]1.